This data is from Full USPTO retrosynthesis dataset with 1.9M reactions from patents (1976-2016). The task is: Predict the reactants needed to synthesize the given product. (1) Given the product [CH2:8]([O:7][C:1](=[O:6])/[C:2](=[CH:10]\[O:11][CH2:12][CH3:13])/[C:3](=[O:4])[CH3:5])[CH3:9], predict the reactants needed to synthesize it. The reactants are: [C:1]([O:7][CH2:8][CH3:9])(=[O:6])[CH2:2][C:3]([CH3:5])=[O:4].[CH:10](OCC)(OCC)[O:11][CH2:12][CH3:13].C(OC(=O)C)(=O)C. (2) The reactants are: [CH:1]([C:4]1[CH:9]=[CH:8][C:7]([CH:10]([CH2:16][C:17]2[CH:22]=[CH:21][C:20]([O:23][CH2:24][CH2:25][C:26]3[CH:31]=[CH:30][CH:29]=[C:28]([NH:32][CH3:33])[N:27]=3)=[CH:19][CH:18]=2)[CH2:11][C:12]([O:14]C)=[O:13])=[CH:6][CH:5]=1)([CH3:3])[CH3:2].BrC1C=CC(C(CC2C=CC(OCCC3C=CC=C(NC)N=3)=CC=2)CC(OCC)=O)=CC=1. Given the product [CH:1]([C:4]1[CH:5]=[CH:6][C:7]([CH:10]([CH2:16][C:17]2[CH:22]=[CH:21][C:20]([O:23][CH2:24][CH2:25][C:26]3[CH:31]=[CH:30][CH:29]=[C:28]([NH:32][CH3:33])[N:27]=3)=[CH:19][CH:18]=2)[CH2:11][C:12]([OH:14])=[O:13])=[CH:8][CH:9]=1)([CH3:3])[CH3:2], predict the reactants needed to synthesize it. (3) Given the product [O:10]1[C:14]2[CH:15]=[CH:16][CH:17]=[CH:18][C:13]=2[CH:12]=[C:11]1[C:19]1[N:23]2[N:24]=[C:25]([O:1][CH2:2][C@H:3]3[CH2:7][CH2:6][CH2:5][NH:4]3)[CH:26]=[CH:27][C:22]2=[N:21][CH:20]=1, predict the reactants needed to synthesize it. The reactants are: [OH:1][CH2:2][C@H:3]1[CH2:7][CH2:6][CH2:5][NH:4]1.[H-].[Na+].[O:10]1[C:14]2[CH:15]=[CH:16][CH:17]=[CH:18][C:13]=2[CH:12]=[C:11]1[C:19]1[N:23]2[N:24]=[C:25](Cl)[CH:26]=[CH:27][C:22]2=[N:21][CH:20]=1. (4) Given the product [CH2:1]([O:3][C:4]1[CH:11]=[C:10]([CH2:12][CH:13]=[O:14])[CH:9]=[CH:8][C:5]=1[C:6]#[N:7])[CH3:2], predict the reactants needed to synthesize it. The reactants are: [CH2:1]([O:3][C:4]1[CH:11]=[C:10]([CH2:12][CH2:13][OH:14])[CH:9]=[CH:8][C:5]=1[C:6]#[N:7])[CH3:2].CC(OI1(OC(C)=O)(OC(C)=O)OC(=O)C2C=CC=CC1=2)=O.